Dataset: Forward reaction prediction with 1.9M reactions from USPTO patents (1976-2016). Task: Predict the product of the given reaction. (1) Given the reactants [N:1]1[N:2]=[C:3]([C:10]2[CH:19]=[CH:18][C:17]3[C:12](=[C:13]([O:20][Si](C(C)(C)C)(C)C)[CH:14]=[CH:15][CH:16]=3)[N:11]=2)[N:4]2[CH:9]=[CH:8][CH:7]=[CH:6][C:5]=12.[F-].C([N+](CCCC)(CCCC)CCCC)CCC, predict the reaction product. The product is: [N:1]1[N:2]=[C:3]([C:10]2[CH:19]=[CH:18][C:17]3[C:12](=[C:13]([OH:20])[CH:14]=[CH:15][CH:16]=3)[N:11]=2)[N:4]2[CH:9]=[CH:8][CH:7]=[CH:6][C:5]=12. (2) Given the reactants [Br:1][C:2]1[CH:7]=[CH:6][C:5]([CH2:8][CH2:9][C:10](Cl)=[O:11])=[CH:4][CH:3]=1.[Al+3].[Cl-].[Cl-].[Cl-].Cl, predict the reaction product. The product is: [Br:1][C:2]1[CH:7]=[C:6]2[C:5]([CH2:8][CH2:9][C:10]2=[O:11])=[CH:4][CH:3]=1.